From a dataset of NCI-60 drug combinations with 297,098 pairs across 59 cell lines. Regression. Given two drug SMILES strings and cell line genomic features, predict the synergy score measuring deviation from expected non-interaction effect. Drug 1: C1=C(C(=O)NC(=O)N1)N(CCCl)CCCl. Drug 2: CC1C(C(CC(O1)OC2CC(CC3=C2C(=C4C(=C3O)C(=O)C5=CC=CC=C5C4=O)O)(C(=O)C)O)N)O. Cell line: NCI/ADR-RES. Synergy scores: CSS=46.1, Synergy_ZIP=-3.30, Synergy_Bliss=-1.63, Synergy_Loewe=0.769, Synergy_HSA=2.02.